Predict the reaction yield, written as a fraction of the theoretical maximum amount of product (1.0 means a 100% yield; for example, 0.34 means a 34% yield). From a dataset of Reaction yield outcomes from USPTO patents with 853,638 reactions. (1) The reactants are [N:1]1[CH:6]=[CH:5][C:4]([CH2:7][CH2:8][CH2:9][N:10]2C(=O)C3C(=CC=CC=3)C2=O)=[CH:3][CH:2]=1.O.NN. The catalyst is CO. The product is [N:1]1[CH:6]=[CH:5][C:4]([CH2:7][CH2:8][CH2:9][NH2:10])=[CH:3][CH:2]=1. The yield is 0.800. (2) The reactants are [CH3:1][O:2][C:3]1[CH:8]=[CH:7][CH:6]=[CH:5][C:4]=1[C:9]1[N:17]2[C:12]([CH:13]=[N:14][C:15]([C:18]#[N:19])=[N:16]2)=[CH:11][CH:10]=1.C([OH:22])C.[Cl:23][Si](C)(C)C.Cl.CCO.C(O[Si](C)(C)C)C. No catalyst specified. The product is [ClH:23].[CH3:1][O:2][C:3]1[CH:8]=[CH:7][CH:6]=[CH:5][C:4]=1[C:9]1[N:17]2[C:12]([CH:13]=[N:14][C:15]([C:18]([NH2:19])=[O:22])=[N:16]2)=[CH:11][CH:10]=1. The yield is 0.680. (3) The reactants are Cl.[Br:2][C:3]1[CH:4]=[C:5]([NH:9][NH2:10])[CH:6]=[CH:7][CH:8]=1.[O-]CC.[Na+].[CH3:15][CH:16]([C:22](OCC)=[O:23])[C:17](OCC)=[O:18]. The catalyst is C(O)C. The product is [Br:2][C:3]1[CH:4]=[C:5]([N:9]2[C:22]([OH:23])=[C:16]([CH3:15])[C:17](=[O:18])[NH:10]2)[CH:6]=[CH:7][CH:8]=1. The yield is 0.104.